The task is: Predict which catalyst facilitates the given reaction.. This data is from Catalyst prediction with 721,799 reactions and 888 catalyst types from USPTO. (1) The catalyst class is: 9. Reactant: [N-:1]=[N+:2]=[N-:3].[Na+].CC1C=CC(S(O[CH2:16][C:17]2([OH:34])[C:21](=[O:22])[O:20][C@H:19]3[C:23]4[C@@:28]([CH3:31])([CH2:29][CH2:30][C:18]23[OH:33])[CH2:27][CH2:26][CH2:25][C:24]=4[CH3:32])(=O)=O)=CC=1. Product: [N:1]([CH2:16][C:17]1([OH:34])[C:21](=[O:22])[O:20][C@H:19]2[C:23]3[C@@:28]([CH3:31])([CH2:29][CH2:30][C:18]12[OH:33])[CH2:27][CH2:26][CH2:25][C:24]=3[CH3:32])=[N+:2]=[N-:3]. (2) Reactant: [Cl-].O[NH3+:3].[C:4](=[O:7])([O-])[OH:5].[Na+].[F:9][C:10]1[CH:11]=[C:12]([C:41]2[C:42]([C:47]#[N:48])=[CH:43][CH:44]=[CH:45][CH:46]=2)[CH:13]=[CH:14][C:15]=1[CH2:16][C:17]1[C:18](=[O:40])[N:19]([C@H:30]2[CH2:33][C@H:32]([O:34][CH2:35][C:36]([OH:39])([CH3:38])[CH3:37])[CH2:31]2)[C:20]2[N:21]([N:26]=[C:27]([CH3:29])[N:28]=2)[C:22]=1[CH2:23][CH2:24][CH3:25]. Product: [F:9][C:10]1[CH:11]=[C:12]([C:41]2[CH:46]=[CH:45][CH:44]=[CH:43][C:42]=2[C:47]2[NH:3][C:4](=[O:7])[O:5][N:48]=2)[CH:13]=[CH:14][C:15]=1[CH2:16][C:17]1[C:18](=[O:40])[N:19]([C@H:30]2[CH2:33][C@H:32]([O:34][CH2:35][C:36]([OH:39])([CH3:38])[CH3:37])[CH2:31]2)[C:20]2[N:21]([N:26]=[C:27]([CH3:29])[N:28]=2)[C:22]=1[CH2:23][CH2:24][CH3:25]. The catalyst class is: 148. (3) The catalyst class is: 2. Reactant: Cl.Cl.[NH:3]1[CH2:8][CH2:7][CH:6]([NH:9][C:10]([NH:12][C:13]2[N:14]=[C:15]3[CH:21]=[CH:20][N:19]([CH2:22][O:23][CH2:24][CH2:25][Si:26]([CH3:29])([CH3:28])[CH3:27])[C:16]3=[N:17][CH:18]=2)=[O:11])[CH2:5][CH2:4]1.N1C=CC=CC=1.[C:36](OC(=O)C)(=[O:38])[CH3:37]. Product: [C:36]([N:3]1[CH2:8][CH2:7][CH:6]([NH:9][C:10]([NH:12][C:13]2[N:14]=[C:15]3[CH:21]=[CH:20][N:19]([CH2:22][O:23][CH2:24][CH2:25][Si:26]([CH3:29])([CH3:28])[CH3:27])[C:16]3=[N:17][CH:18]=2)=[O:11])[CH2:5][CH2:4]1)(=[O:38])[CH3:37]. (4) Reactant: [CH:1]1([CH2:7][CH2:8][CH2:9][C@@H:10]([C:15]2[O:19][N:18]=[C:17]([CH2:20][CH2:21][O:22][CH3:23])[N:16]=2)[CH2:11][C:12](O)=[O:13])[CH2:6][CH2:5][CH2:4][CH2:3][CH2:2]1.C(N1C=CN=C1)(N1C=CN=C1)=O.Cl.[NH2:37][OH:38]. Product: [CH:1]1([CH2:7][CH2:8][CH2:9][C@@H:10]([C:15]2[O:19][N:18]=[C:17]([CH2:20][CH2:21][O:22][CH3:23])[N:16]=2)[CH2:11][C:12]([NH:37][OH:38])=[O:13])[CH2:6][CH2:5][CH2:4][CH2:3][CH2:2]1. The catalyst class is: 7. (5) Reactant: [CH2:1]([NH:8][C:9]1[CH:14]=[C:13](F)[CH:12]=[CH:11][C:10]=1[N+:16]([O-:18])=[O:17])[C:2]1[CH:7]=[CH:6][CH:5]=[CH:4][CH:3]=1.[CH3:19][N:20]1[CH2:25][CH2:24][NH:23][CH2:22][CH2:21]1.O. Product: [CH2:1]([NH:8][C:9]1[CH:14]=[C:13]([N:23]2[CH2:24][CH2:25][N:20]([CH3:19])[CH2:21][CH2:22]2)[CH:12]=[CH:11][C:10]=1[N+:16]([O-:18])=[O:17])[C:2]1[CH:7]=[CH:6][CH:5]=[CH:4][CH:3]=1. The catalyst class is: 10. (6) Reactant: [NH2:1][C:2]1[CH:10]=[CH:9][C:8]([N+:11]([O-:13])=[O:12])=[CH:7][C:3]=1[C:4]([OH:6])=[O:5].C(N(CC)CC)C.[Cl:21][CH2:22][C:23](Cl)=O. Product: [Cl:21][CH2:22][C:23]1[O:5][C:4](=[O:6])[C:3]2[CH:7]=[C:8]([N+:11]([O-:13])=[O:12])[CH:9]=[CH:10][C:2]=2[N:1]=1. The catalyst class is: 2. (7) Reactant: [Br:1][C:2]1[C:11]2[C:6](=[CH:7][CH:8]=[CH:9][CH:10]=2)[C:5]([C:12](Cl)=[O:13])=[CH:4][CH:3]=1.[Si]([CH:19]=[N+:20]=[N-:21])(C)(C)C. Product: [Br:1][C:2]1[C:11]2[C:6](=[CH:7][CH:8]=[CH:9][CH:10]=2)[C:5]([C:12](=[O:13])[CH:19]=[N+:20]=[N-:21])=[CH:4][CH:3]=1. The catalyst class is: 4. (8) Reactant: [NH:1]1[C:9]2[C:4](=[CH:5][C:6]([C:10]3[N:14]=[C:13]([C:15]4[CH:16]=[CH:17][C:18]([O:23][CH:24]([CH3:26])[CH3:25])=[C:19]([CH:22]=4)[C:20]#[N:21])[O:12][N:11]=3)=[CH:7][CH:8]=2)[CH:3]=[N:2]1.Br[CH2:28][C:29]([CH3:36])([CH3:35])[C:30]([O:32][CH2:33][CH3:34])=[O:31].C([O-])([O-])=O.[Cs+].[Cs+]. Product: [C:20]([C:19]1[CH:22]=[C:15]([C:13]2[O:12][N:11]=[C:10]([C:6]3[CH:5]=[C:4]4[C:9](=[CH:8][CH:7]=3)[N:1]([CH2:28][C:29]([CH3:36])([CH3:35])[C:30]([O:32][CH2:33][CH3:34])=[O:31])[N:2]=[CH:3]4)[N:14]=2)[CH:16]=[CH:17][C:18]=1[O:23][CH:24]([CH3:26])[CH3:25])#[N:21]. The catalyst class is: 508.